Dataset: Ames mutagenicity test results for genotoxicity prediction. Task: Regression/Classification. Given a drug SMILES string, predict its toxicity properties. Task type varies by dataset: regression for continuous values (e.g., LD50, hERG inhibition percentage) or binary classification for toxic/non-toxic outcomes (e.g., AMES mutagenicity, cardiotoxicity, hepatotoxicity). Dataset: ames. (1) The drug is Nc1c2c(nc3ccccc13)CCCC2. The result is 1 (mutagenic). (2) The compound is COc1ccc2c(c1)-c1nccc3cc(OC)c(OC)c(c13)C2=O. The result is 1 (mutagenic).